From a dataset of Full USPTO retrosynthesis dataset with 1.9M reactions from patents (1976-2016). Predict the reactants needed to synthesize the given product. The reactants are: [Cl:1][C:2]1[CH:7]=[CH:6][C:5]([N:8]([CH3:32])[S:9]([C:12]2[CH:21]=[CH:20][C:19]([O:22][CH3:23])=[C:18]3[C:13]=2[CH2:14][CH2:15][C@H:16]([N:24](C)[C:25](=O)C(F)(F)F)[CH2:17]3)(=[O:11])=[O:10])=[CH:4][CH:3]=1.N. Given the product [Cl:1][C:2]1[CH:3]=[CH:4][C:5]([N:8]([CH3:32])[S:9]([C:12]2[C:13]3[CH2:14][CH2:15][C@H:16]([NH:24][CH3:25])[CH2:17][C:18]=3[C:19]([O:22][CH3:23])=[CH:20][CH:21]=2)(=[O:11])=[O:10])=[CH:6][CH:7]=1, predict the reactants needed to synthesize it.